This data is from Full USPTO retrosynthesis dataset with 1.9M reactions from patents (1976-2016). The task is: Predict the reactants needed to synthesize the given product. The reactants are: [F:1][C:2]1[CH:7]=[CH:6][C:5]([CH2:8][NH:9][C:10]([C:12]2[CH:17]=[CH:16][CH:15]=[C:14]([CH2:18][CH:19]3[CH2:24][CH2:23][N:22]([CH3:25])[CH2:21][CH2:20]3)[CH:13]=2)=[O:11])=[CH:4][C:3]=1[C:26]1[CH:31]=[CH:30][CH:29]=[C:28]([CH2:32][N:33]2[CH2:38][CH2:37][N:36]([C:39]([O:41][CH2:42][C:43]3[CH:48]=[CH:47][CH:46]=[CH:45][CH:44]=3)=[O:40])[C@@H:35]([CH3:49])[CH2:34]2)[CH:27]=1.[I:50][CH3:51]. Given the product [I-:50].[F:1][C:2]1[C:3]([C:26]2[CH:31]=[CH:30][CH:29]=[C:28]([CH2:32][N:33]3[CH2:38][CH2:37][N:36]([C:39]([O:41][CH2:42][C:43]4[CH:44]=[CH:45][CH:46]=[CH:47][CH:48]=4)=[O:40])[C@@H:35]([CH3:49])[CH2:34]3)[CH:27]=2)=[CH:4][C:5]([CH2:8][NH:9][C:10]([C:12]2[CH:13]=[C:14]([CH2:18][CH:19]3[CH2:24][CH2:23][N+:22]([CH3:51])([CH3:25])[CH2:21][CH2:20]3)[CH:15]=[CH:16][CH:17]=2)=[O:11])=[CH:6][CH:7]=1, predict the reactants needed to synthesize it.